Dataset: Full USPTO retrosynthesis dataset with 1.9M reactions from patents (1976-2016). Task: Predict the reactants needed to synthesize the given product. (1) Given the product [CH2:29]([N:19]1[N:18]=[C:17]([CH:14]2[CH2:15][CH2:16][N:11]([C:3]3[CH:4]=[CH:5][C:6]([N+:8]([O-:10])=[O:9])=[CH:7][C:2]=3[F:1])[CH2:12][CH2:13]2)[O:21][C:20]1=[O:22])[C:23]1[CH:28]=[CH:27][CH:26]=[CH:25][CH:24]=1, predict the reactants needed to synthesize it. The reactants are: [F:1][C:2]1[CH:7]=[C:6]([N+:8]([O-:10])=[O:9])[CH:5]=[CH:4][C:3]=1[N:11]1[CH2:16][CH2:15][CH:14]([C:17]2[O:21][C:20](=[O:22])[NH:19][N:18]=2)[CH2:13][CH2:12]1.[C:23]1([CH2:29]Br)[CH:28]=[CH:27][CH:26]=[CH:25][CH:24]=1.C([O-])([O-])=O.[K+].[K+]. (2) Given the product [CH3:17][N:18]1[C:20](=[O:21])[CH2:7][O:6][C:5]2[CH:8]=[CH:9][C:10]([C:12]([O:14][CH3:16])=[O:13])=[CH:11][C:19]1=2, predict the reactants needed to synthesize it. The reactants are: O=C1[CH2:7][O:6][C:5]2[CH:8]=[CH:9][C:10]([C:12]([OH:14])=[O:13])=[CH:11]C=2N1.I[CH3:16].[CH3:17][N:18]([CH:20]=[O:21])[CH3:19]. (3) The reactants are: [Cl:1][C:2]1[CH:7]=[CH:6][C:5]([C:8]([CH3:20])([CH3:19])[CH2:9][C@@:10]([C:15]([F:18])([F:17])[F:16])([OH:14])[CH2:11][C:12]#[CH:13])=[C:4]([S:21]([CH3:24])(=[O:23])=[O:22])[CH:3]=1.C(N(CC)CC)C.[C:32]([O:36][C:37](=[O:50])[NH:38][C:39]1[CH:40]=[N:41][C:42]([S:46]([CH3:49])(=[O:48])=[O:47])=[CH:43][C:44]=1I)([CH3:35])([CH3:34])[CH3:33].[Cl-].[NH4+]. Given the product [C:32]([O:36][C:37](=[O:50])[NH:38][C:39]1[CH:40]=[N:41][C:42]([S:46]([CH3:49])(=[O:48])=[O:47])=[CH:43][C:44]=1[C:13]#[C:12][CH2:11][C@@:10]([OH:14])([C:15]([F:16])([F:18])[F:17])[CH2:9][C:8]([C:5]1[CH:6]=[CH:7][C:2]([Cl:1])=[CH:3][C:4]=1[S:21]([CH3:24])(=[O:22])=[O:23])([CH3:20])[CH3:19])([CH3:35])([CH3:34])[CH3:33], predict the reactants needed to synthesize it.